This data is from Reaction yield outcomes from USPTO patents with 853,638 reactions. The task is: Predict the reaction yield, written as a fraction of the theoretical maximum amount of product (1.0 means a 100% yield; for example, 0.34 means a 34% yield). The reactants are [CH3:1][O:2][CH:3]1[CH2:9][N:8]([C:10]2[N:14]([CH3:15])[N:13]=[CH:12][C:11]=2[N+:16]([O-:18])=[O:17])[CH2:7][CH2:6][CH:5]([NH2:19])[CH2:4]1.[C:20](O[C:20]([O:22][C:23]([CH3:26])([CH3:25])[CH3:24])=[O:21])([O:22][C:23]([CH3:26])([CH3:25])[CH3:24])=[O:21].CCN(C(C)C)C(C)C. The catalyst is C(Cl)Cl. The product is [CH3:1][O:2][CH:3]1[CH2:9][N:8]([C:10]2[N:14]([CH3:15])[N:13]=[CH:12][C:11]=2[N+:16]([O-:18])=[O:17])[CH2:7][CH2:6][CH:5]([NH:19][C:20](=[O:21])[O:22][C:23]([CH3:26])([CH3:25])[CH3:24])[CH2:4]1. The yield is 0.740.